Predict which catalyst facilitates the given reaction. From a dataset of Catalyst prediction with 721,799 reactions and 888 catalyst types from USPTO. (1) Reactant: CC[O-].[Na+].[C:5]([CH2:10][C:11]([O:13][CH2:14][CH3:15])=[O:12])(=[O:9])[CH:6]([CH3:8])[CH3:7].ClO[N:18]=[CH:19][C:20]1[CH:25]=[CH:24][CH:23]=[C:22]([F:26])[CH:21]=1. Product: [CH2:14]([O:13][C:11]([C:10]1[C:19]([C:20]2[CH:25]=[CH:24][CH:23]=[C:22]([F:26])[CH:21]=2)=[N:18][O:9][C:5]=1[CH:6]([CH3:8])[CH3:7])=[O:12])[CH3:15]. The catalyst class is: 14. (2) Reactant: [Cl:1][C:2]1[CH:7]=[C:6]([OH:8])[CH:5]=[CH:4][C:3]=1[C:9]1[N:13]=[C:12]([C:14]2[CH:15]=[CH:16][C:17]([O:22][CH:23]([CH3:25])[CH3:24])=[C:18]([CH:21]=2)[C:19]#[N:20])[O:11][N:10]=1.[Br:26][CH2:27][CH2:28]Br.C(=O)([O-])[O-].[K+].[K+]. Product: [Br:26][CH2:27][CH2:28][O:8][C:6]1[CH:5]=[CH:4][C:3]([C:9]2[N:13]=[C:12]([C:14]3[CH:15]=[CH:16][C:17]([O:22][CH:23]([CH3:25])[CH3:24])=[C:18]([CH:21]=3)[C:19]#[N:20])[O:11][N:10]=2)=[C:2]([Cl:1])[CH:7]=1. The catalyst class is: 42. (3) Reactant: [CH3:1][Si:2]([CH3:16])([CH3:15])[CH2:3][CH2:4][O:5][CH2:6][N:7]1[CH:11]=[C:10]([C:12](=[O:14])[CH3:13])[CH:9]=[N:8]1.[BH4-].[Na+].C(OCC)(=O)C. Product: [CH3:15][Si:2]([CH3:1])([CH3:16])[CH2:3][CH2:4][O:5][CH2:6][N:7]1[CH:11]=[C:10]([CH:12]([OH:14])[CH3:13])[CH:9]=[N:8]1. The catalyst class is: 5. (4) Reactant: [I-].C[S+](C)(C)=O.[CH3:7][C:8](C)([O-])C.[K+].[O:13]=[C:14]1[CH2:17][N:16]([C:18]([O:20][C:21]([CH3:24])([CH3:23])[CH3:22])=[O:19])[CH2:15]1. Product: [O:13]1[C:14]2([CH2:17][N:16]([C:18]([O:20][C:21]([CH3:24])([CH3:23])[CH3:22])=[O:19])[CH2:15]2)[CH2:8][CH2:7]1. The catalyst class is: 107. (5) Reactant: Br[C:2]1[C:3](=[O:20])[N:4]([C:14]2[CH:19]=[CH:18][CH:17]=[CH:16][CH:15]=2)[CH:5]=[C:6]([C:8]2[CH:13]=[CH:12][CH:11]=[CH:10][N:9]=2)[CH:7]=1.[C:21]([C:23]1[CH:28]=[CH:27][CH:26]=[CH:25][C:24]=1B1OC(C([O-])=O)C=CO1)#[N:22].C(=O)([O-])[O-].[K+].[K+]. Product: [CH:17]1[CH:16]=[CH:15][C:14]([N:4]2[C:3](=[O:20])[C:2]([C:24]3[CH:25]=[CH:26][CH:27]=[CH:28][C:23]=3[C:21]#[N:22])=[CH:7][C:6]([C:8]3[CH:13]=[CH:12][CH:11]=[CH:10][N:9]=3)=[CH:5]2)=[CH:19][CH:18]=1. The catalyst class is: 9. (6) Reactant: [Cl:1][C:2]1[C:7]([Cl:8])=[C:6]([C:9]([OH:18])([C:14]([F:17])([F:16])[F:15])[C:10]([F:13])([F:12])[F:11])[CH:5]=[CH:4][C:3]=1[C:19]1[S:23][C:22]([C:24]([O:26]CC)=[O:25])=[N:21][C:20]=1[C:29](O)=[O:30].[OH-].[K+:33]. Product: [Cl:1][C:2]1[C:7]([Cl:8])=[C:6]([C:9]([OH:18])([C:10]([F:11])([F:12])[F:13])[C:14]([F:17])([F:16])[F:15])[CH:5]=[CH:4][C:3]=1[C:19]1[S:23][C:22]([C:24]([O-:26])=[O:25])=[N:21][C:20]=1[CH2:29][OH:30].[K+:33]. The catalyst class is: 24. (7) Reactant: [CH3:1][O:2][C:3](=[O:21])[CH:4]([C:14]1[CH:19]=[CH:18][CH:17]=[CH:16][C:15]=1[Cl:20])[N:5]1[CH2:10][CH2:9][C:8]2[S:11][CH:12]=[CH:13][C:7]=2[CH2:6]1.O.[C:23]12([CH2:33][S:34]([OH:37])(=[O:36])=[O:35])[C:30]([CH3:32])([CH3:31])[CH:27]([CH2:28][CH2:29]1)[CH2:26][C:24]2=[O:25]. Product: [C:23]12([CH2:33][S:34]([OH:37])(=[O:35])=[O:36])[C:30]([CH3:32])([CH3:31])[CH:27]([CH2:28][CH2:29]1)[CH2:26][C:24]2=[O:25].[CH3:1][O:2][C:3](=[O:21])[CH:4]([C:14]1[CH:19]=[CH:18][CH:17]=[CH:16][C:15]=1[Cl:20])[N:5]1[CH2:10][CH2:9][C:8]2[S:11][CH:12]=[CH:13][C:7]=2[CH2:6]1. The catalyst class is: 21.